This data is from Full USPTO retrosynthesis dataset with 1.9M reactions from patents (1976-2016). The task is: Predict the reactants needed to synthesize the given product. Given the product [ClH:28].[ClH:28].[NH2:20][C@@H:18]1[CH2:19][C@H:17]1[C:13]1[CH:12]=[C:11]([CH:16]=[CH:15][CH:14]=1)[C:9]([NH:8][C:6]1[CH:5]=[N:4][N:3]([CH2:1][CH3:2])[CH:7]=1)=[O:10], predict the reactants needed to synthesize it. The reactants are: [CH2:1]([N:3]1[CH:7]=[C:6]([NH:8][C:9]([C:11]2[CH:12]=[C:13]([C@@H:17]3[CH2:19][C@H:18]3[NH:20]C(=O)OC(C)(C)C)[CH:14]=[CH:15][CH:16]=2)=[O:10])[CH:5]=[N:4]1)[CH3:2].[ClH:28].C(OCC)(=O)C.